The task is: Predict the reaction yield, written as a fraction of the theoretical maximum amount of product (1.0 means a 100% yield; for example, 0.34 means a 34% yield).. This data is from Reaction yield outcomes from USPTO patents with 853,638 reactions. (1) The reactants are Cl[C:2]1[CH:7]=[CH:6][N:5]=[C:4]([N:8]2[C:20](=[O:21])[C:19]3[N:11]([C:12]4[C@@H:13]5[CH2:22][C@H:16]([C:17]=4[CH:18]=3)[CH2:15][CH2:14]5)[CH2:10][CH2:9]2)[C:3]=1[CH:23]=[O:24].[CH3:25][N:26]1[CH:31]=[C:30](B2OC(C)(C)C(C)(C)O2)[CH:29]=[C:28]([NH:41][C:42]2[CH:51]=[C:45]3[CH2:46][N:47]([CH3:50])[CH2:48][CH2:49][N:44]3[N:43]=2)[C:27]1=[O:52].C([O-])(=O)C.[Na+].[O-]P([O-])([O-])=O.[K+].[K+].[K+]. The catalyst is C1C=CC(P(C2C=CC=CC=2)[C-]2C=CC=C2)=CC=1.C1C=CC(P(C2C=CC=CC=2)[C-]2C=CC=C2)=CC=1.Cl[Pd]Cl.[Fe+2].O.C(#N)C. The product is [CH3:25][N:26]1[C:27](=[O:52])[C:28]([NH:41][C:42]2[CH:51]=[C:45]3[CH2:46][N:47]([CH3:50])[CH2:48][CH2:49][N:44]3[N:43]=2)=[CH:29][C:30]([C:2]2[CH:7]=[CH:6][N:5]=[C:4]([N:8]3[C:20](=[O:21])[C:19]4[N:11]([C:12]5[C@@H:13]6[CH2:22][C@H:16]([C:17]=5[CH:18]=4)[CH2:15][CH2:14]6)[CH2:10][CH2:9]3)[C:3]=2[CH:23]=[O:24])=[CH:31]1. The yield is 0.530. (2) The reactants are [CH3:1][C:2]1([CH3:43])[CH2:7][CH2:6][C:5]([C:8]2[CH:13]=[C:12]([C:14]3([C:20]4[N:21]=[N:22][NH:23][N:24]=4)[CH2:19][CH2:18][O:17][CH2:16][CH2:15]3)[CH:11]=[CH:10][C:9]=2[NH:25][C:26]([C:28]2[N:29](COCC[Si](C)(C)C)[CH:30]=[C:31]([C:33]#[N:34])[N:32]=2)=[O:27])=[CH:4][CH2:3]1. The catalyst is CO.C(Cl)Cl. The product is [CH3:1][C:2]1([CH3:43])[CH2:7][CH2:6][C:5]([C:8]2[CH:13]=[C:12]([C:14]3([C:20]4[N:24]=[N:23][NH:22][N:21]=4)[CH2:15][CH2:16][O:17][CH2:18][CH2:19]3)[CH:11]=[CH:10][C:9]=2[NH:25][C:26]([C:28]2[NH:29][CH:30]=[C:31]([C:33]#[N:34])[N:32]=2)=[O:27])=[CH:4][CH2:3]1. The yield is 0.430. (3) The reactants are [Br:1][C:2]1[CH:3]=[C:4]([C:9]2[CH:14]=[C:13]([Cl:15])[N:12]=[CH:11][C:10]=2[NH2:16])[C:5](F)=[N:6][CH:7]=1.[Na].C[Si]([NH-])(C)C. The catalyst is C1COCC1. The product is [Br:1][C:2]1[CH:7]=[N:6][C:5]2[NH:16][C:10]3[CH:11]=[N:12][C:13]([Cl:15])=[CH:14][C:9]=3[C:4]=2[CH:3]=1. The yield is 0.490. (4) The reactants are [Cl:1][C:2]1[CH:3]=[C:4]([NH2:20])[CH:5]=[C:6]([Cl:19])[C:7]=1[O:8][C:9]1[S:10][C:11]2[CH:17]=[C:16]([Cl:18])[CH:15]=[CH:14][C:12]=2[N:13]=1.Cl[C:22]1[CH:23]=[C:24]([S:32](Cl)(=[O:34])=[O:33])[CH:25]=[CH:26][C:27]=1[C:28]([F:31])([F:30])[F:29].O.[ClH:37]. The catalyst is N1C=CC=CC=1. The product is [Cl:37][C:25]1[CH:26]=[C:27]([C:28]([F:31])([F:30])[F:29])[CH:22]=[CH:23][C:24]=1[S:32]([NH:20][C:4]1[CH:3]=[C:2]([Cl:1])[C:7]([O:8][C:9]2[S:10][C:11]3[CH:17]=[C:16]([Cl:18])[CH:15]=[CH:14][C:12]=3[N:13]=2)=[C:6]([Cl:19])[CH:5]=1)(=[O:34])=[O:33]. The yield is 0.650.